Dataset: Catalyst prediction with 721,799 reactions and 888 catalyst types from USPTO. Task: Predict which catalyst facilitates the given reaction. (1) Reactant: [CH2:1]([N:3]1[CH:7]=[C:6]([C:8]2[CH:13]=[CH:12][N:11]=[C:10]3[NH:14][C:15]([C:17]([O-:19])=[O:18])=[CH:16][C:9]=23)[C:5]([C:20]2[CH:25]=[CH:24][CH:23]=[C:22]([NH:26][C:27]([NH:29][C:30]3[CH:35]=[CH:34][C:33]([C:36]([F:39])([F:38])[F:37])=[CH:32][CH:31]=3)=[O:28])[CH:21]=2)=[N:4]1)[CH3:2].[OH-].[Na+]. Product: [CH2:1]([N:3]1[CH:7]=[C:6]([C:8]2[CH:13]=[CH:12][N:11]=[C:10]3[NH:14][C:15]([C:17]([OH:19])=[O:18])=[CH:16][C:9]=23)[C:5]([C:20]2[CH:25]=[CH:24][CH:23]=[C:22]([NH:26][C:27]([NH:29][C:30]3[CH:31]=[CH:32][C:33]([C:36]([F:38])([F:39])[F:37])=[CH:34][CH:35]=3)=[O:28])[CH:21]=2)=[N:4]1)[CH3:2]. The catalyst class is: 5. (2) Reactant: [CH3:1][O:2][C:3]1[CH:10]=[C:9]([O:11][CH3:12])[CH:8]=[CH:7][C:4]=1[CH2:5][NH2:6].C(N(CC)CC)C.[C:20]([C:22]1[C:27](F)=[CH:26][CH:25]=[CH:24][N:23]=1)#[N:21]. Product: [CH3:1][O:2][C:3]1[CH:10]=[C:9]([O:11][CH3:12])[CH:8]=[CH:7][C:4]=1[CH2:5][NH:6][C:27]1[C:22]([C:20]#[N:21])=[N:23][CH:24]=[CH:25][CH:26]=1. The catalyst class is: 80. (3) The catalyst class is: 22. Product: [Br:1][C:2]1[CH:3]=[C:4]([C:9]2[C:10]([C:14]3[CH:19]=[CH:18][CH:17]=[C:16]([CH3:20])[N:15]=3)=[N:11][N:12]([S:23]([N:22]([CH3:27])[CH3:21])(=[O:25])=[O:24])[CH:13]=2)[CH:5]=[CH:6][C:7]=1[F:8]. Reactant: [Br:1][C:2]1[CH:3]=[C:4]([C:9]2[C:10]([C:14]3[CH:19]=[CH:18][CH:17]=[C:16]([CH3:20])[N:15]=3)=[N:11][NH:12][CH:13]=2)[CH:5]=[CH:6][C:7]=1[F:8].[CH3:21][N:22]([CH3:27])[S:23](Cl)(=[O:25])=[O:24].C(N(CC)CC)C.C(=O)(O)[O-].[Na+].